From a dataset of Peptide-MHC class II binding affinity with 134,281 pairs from IEDB. Regression. Given a peptide amino acid sequence and an MHC pseudo amino acid sequence, predict their binding affinity value. This is MHC class II binding data. The peptide sequence is TMTQMNQAFRNIVNM. The MHC is DRB1_0301 with pseudo-sequence DRB1_0301. The binding affinity (normalized) is 0.